Dataset: CYP2C19 inhibition data for predicting drug metabolism from PubChem BioAssay. Task: Regression/Classification. Given a drug SMILES string, predict its absorption, distribution, metabolism, or excretion properties. Task type varies by dataset: regression for continuous measurements (e.g., permeability, clearance, half-life) or binary classification for categorical outcomes (e.g., BBB penetration, CYP inhibition). Dataset: cyp2c19_veith. The molecule is COc1cc(N=C(N)N=C(N)N)c2ncccc2c1. The result is 0 (non-inhibitor).